Dataset: Catalyst prediction with 721,799 reactions and 888 catalyst types from USPTO. Task: Predict which catalyst facilitates the given reaction. (1) Reactant: C(O)C.[N:4]1([C:10]2[CH:11]=[C:12]3[C:16](=[CH:17][CH:18]=2)[C:15](=O)[CH2:14][CH2:13]3)[CH2:9][CH2:8][O:7][CH2:6][CH2:5]1.[Cl-].[OH:21][NH3+:22].C(N(CC)CC)C. Product: [N:4]1([C:10]2[CH:11]=[C:12]3[C:16](=[CH:17][CH:18]=2)[C:15](=[N:22][OH:21])[CH2:14][CH2:13]3)[CH2:9][CH2:8][O:7][CH2:6][CH2:5]1. The catalyst class is: 84. (2) Reactant: [CH3:1][C:2]1[CH:9]=[CH:8][CH:7]=[CH:6][C:3]=1[CH2:4][NH2:5].[C:10]([O:14][C:15]([NH:17][C@@H:18]([CH3:40])[C:19]([NH:21][CH2:22][C:23]1[S:27][CH:26]=[C:25]([N:28]2[C:32]([C:33](O)=[O:34])=[CH:31][C:30]([C:36]([F:39])([F:38])[F:37])=[N:29]2)[CH:24]=1)=[O:20])=[O:16])([CH3:13])([CH3:12])[CH3:11].C(Cl)CCl. Product: [CH3:1][C:2]1[CH:9]=[CH:8][CH:7]=[CH:6][C:3]=1[CH2:4][NH:5][C:33]([C:32]1[N:28]([C:25]2[CH:24]=[C:23]([CH2:22][NH:21][C:19](=[O:20])[C@@H:18]([NH:17][C:15](=[O:16])[O:14][C:10]([CH3:13])([CH3:11])[CH3:12])[CH3:40])[S:27][CH:26]=2)[N:29]=[C:30]([C:36]([F:37])([F:39])[F:38])[CH:31]=1)=[O:34]. The catalyst class is: 154. (3) Reactant: Cl.[CH3:2][N:3]1[CH2:8][CH2:7][CH:6]([C:9]([OH:11])=[O:10])[CH2:5][CH2:4]1.C(Cl)CCl.C1C=CC2N(O)N=NC=2C=1.[F:26][C:27]1[CH:28]=[C:29]([CH:33]([C:35]2[CH:40]=[CH:39][CH:38]=[C:37]([F:41])[CH:36]=2)O)[CH:30]=[CH:31][CH:32]=1.C(N(CC)CC)C. The catalyst class is: 1. Product: [CH3:2][N:3]1[CH2:8][CH2:7][CH:6]([C:9]([O:11][CH:33]([C:29]2[CH:30]=[CH:31][CH:32]=[C:27]([F:26])[CH:28]=2)[C:35]2[CH:40]=[CH:39][CH:38]=[C:37]([F:41])[CH:36]=2)=[O:10])[CH2:5][CH2:4]1.